Dataset: Reaction yield outcomes from USPTO patents with 853,638 reactions. Task: Predict the reaction yield, written as a fraction of the theoretical maximum amount of product (1.0 means a 100% yield; for example, 0.34 means a 34% yield). (1) The product is [F:1][C:2]1[CH:3]=[CH:4][C:5]([C:8]([CH3:27])([CH3:26])[CH2:9][N:10]([C:18]2[CH:23]=[CH:22][C:21]([CH2:24][CH2:25][OH:29])=[CH:20][N:19]=2)[C:11](=[O:17])[O:12][C:13]([CH3:16])([CH3:15])[CH3:14])=[CH:6][CH:7]=1. The reactants are [F:1][C:2]1[CH:7]=[CH:6][C:5]([C:8]([CH3:27])([CH3:26])[CH2:9][N:10]([C:18]2[CH:23]=[CH:22][C:21]([CH:24]=[CH2:25])=[CH:20][N:19]=2)[C:11](=[O:17])[O:12][C:13]([CH3:16])([CH3:15])[CH3:14])=[CH:4][CH:3]=1.B.[OH-:29].[Na+].OO. The catalyst is [Cl-].[Na+].O.C(O)C.C1COCC1.C1COCC1. The yield is 0.170. (2) The reactants are [Br:1][C:2]1[CH:13]=[CH:12][C:5]([CH2:6][C:7]2([C:10]#N)[CH2:9][CH2:8]2)=[C:4](I)[CH:3]=1.[Li]CCCC.C1C[O:23]CC1. No catalyst specified. The product is [Br:1][C:2]1[CH:13]=[C:12]2[C:5]([CH2:6][C:7]3([CH2:9][CH2:8]3)[C:10]2=[O:23])=[CH:4][CH:3]=1. The yield is 0.510.